This data is from Full USPTO retrosynthesis dataset with 1.9M reactions from patents (1976-2016). The task is: Predict the reactants needed to synthesize the given product. (1) Given the product [C:1]1([CH:7]([N:9]2[C:10]3=[N:11][C:12]([C:17]4[CH:26]=[CH:25][CH:24]=[C:23]5[C:18]=4[CH:19]=[CH:20][CH:21]=[N:22]5)=[CH:13][CH:14]=[C:15]3[NH:16][C:55]2=[O:57])[CH3:8])[CH:2]=[CH:3][CH:4]=[CH:5][CH:6]=1, predict the reactants needed to synthesize it. The reactants are: [C:1]1([CH:7]([NH:9][C:10]2[C:15]([NH2:16])=[CH:14][CH:13]=[C:12]([C:17]3[CH:26]=[CH:25][CH:24]=[C:23]4[C:18]=3[CH:19]=[CH:20][CH:21]=[N:22]4)[N:11]=2)[CH3:8])[CH:6]=[CH:5][CH:4]=[CH:3][CH:2]=1.[N+](C1C(NC(C2C=CC=CC=2)C)=NC(C2C=CC=C3C=2C=CC=N3)=CC=1)([O-])=O.[CH2:55]([OH:57])C. (2) Given the product [C@H:27]1([NH:36][C:37]2[CH:46]=[CH:45][C:44]3[C:39](=[CH:40][CH:41]=[C:42]([NH:47][C:1]([NH:14][CH:15]4[CH2:20][CH2:19][N:18]([CH2:21][CH2:22][C:23]([F:26])([F:24])[F:25])[CH2:17][CH2:16]4)=[O:12])[CH:43]=3)[N:38]=2)[C:35]2[C:30](=[CH:31][CH:32]=[CH:33][CH:34]=2)[CH2:29][CH2:28]1, predict the reactants needed to synthesize it. The reactants are: [C:1](=[O:12])(OC(Cl)(Cl)Cl)OC(Cl)(Cl)Cl.Cl.[NH2:14][CH:15]1[CH2:20][CH2:19][N:18]([CH2:21][CH2:22][C:23]([F:26])([F:25])[F:24])[CH2:17][CH2:16]1.[C@H:27]1([NH:36][C:37]2[CH:46]=[CH:45][C:44]3[C:39](=[CH:40][CH:41]=[C:42]([NH2:47])[CH:43]=3)[N:38]=2)[C:35]2[C:30](=[CH:31][CH:32]=[CH:33][CH:34]=2)[CH2:29][CH2:28]1. (3) Given the product [CH3:45][O:44][C:30]1[CH:29]=[CH:28][C:27]2[C:26]3[C:25](=[O:24])[CH2:42][C@@:40]4([CH3:41])[C@@H:36]([CH2:37][CH2:38][C@@H:39]4[O:43][CH:6]4[CH2:5][CH2:4][CH2:3][CH2:2][O:1]4)[C:35]=3[CH2:34][CH2:33][C:32]=2[CH:31]=1, predict the reactants needed to synthesize it. The reactants are: [O:1]1[CH:6]=[CH:5][CH2:4][CH2:3][CH2:2]1.C1(C)C(S(O)(=O)=O)=CC=CC=1.N1C=CC=CC=1.[O:24]=[C:25]1[CH2:42][C@@:40]2([CH3:41])[C@@H:36]([CH2:37][CH2:38][C@@H:39]2[OH:43])[C:35]2[CH2:34][CH2:33][C:32]3[CH:31]=[C:30]([O:44][CH3:45])[CH:29]=[CH:28][C:27]=3[C:26]1=2.C(=O)(O)[O-].[Na+]. (4) Given the product [Cl:1][C:2]1[CH:18]=[CH:17][C:16]([S:19]([N:22]2[C:31]3[C:26](=[CH:27][CH:28]=[CH:29][CH:30]=3)[CH2:25][CH2:24][CH2:23]2)(=[O:21])=[O:20])=[CH:15][C:3]=1[N:4]1[CH2:5][C:6]2[C:7](=[CH:8][CH:9]=[CH:10][CH:11]=2)[NH:12][C:34]1=[O:35], predict the reactants needed to synthesize it. The reactants are: [Cl:1][C:2]1[CH:18]=[CH:17][C:16]([S:19]([N:22]2[C:31]3[C:26](=[CH:27][CH:28]=[CH:29][CH:30]=3)[CH2:25][CH2:24][CH2:23]2)(=[O:21])=[O:20])=[CH:15][C:3]=1[NH:4][CH2:5][C:6]1[CH:11]=[CH:10][CH:9]=[CH:8][C:7]=1[N+:12]([O-])=O.[BH4-].[Na+].[C:34](=O)([O-])[OH:35].[Na+]. (5) The reactants are: [Cl:1][C:2]1[N:7]=[C:6](Cl)[C:5]([F:9])=[CH:4][N:3]=1.[C:10]1([C:16]2[C:25]3[C:20](=[CH:21][CH:22]=[CH:23][CH:24]=3)[C:19]([NH:26][C:27]3[CH:42]=[CH:41][C:30]([O:31][C:32]4[C:37](B(O)O)=[CH:36][CH:35]=[CH:34][N:33]=4)=[CH:29][CH:28]=3)=[N:18][N:17]=2)[CH:15]=[CH:14][CH:13]=[CH:12][CH:11]=1.COCCOC.C(=O)([O-])[O-].[Na+].[Na+]. Given the product [Cl:1][C:2]1[N:7]=[C:6]([C:37]2[C:32]([O:31][C:30]3[CH:29]=[CH:28][C:27]([NH:26][C:19]4[C:20]5[C:25](=[CH:24][CH:23]=[CH:22][CH:21]=5)[C:16]([C:10]5[CH:11]=[CH:12][CH:13]=[CH:14][CH:15]=5)=[N:17][N:18]=4)=[CH:42][CH:41]=3)=[N:33][CH:34]=[CH:35][CH:36]=2)[C:5]([F:9])=[CH:4][N:3]=1, predict the reactants needed to synthesize it. (6) Given the product [Cl:1][C:2]1[CH:3]=[C:4]2[C:8](=[CH:9][CH:10]=1)[N:7]([C:11]1[N:15]([CH3:16])[N:14]=[C:13]([CH3:17])[C:12]=1[CH2:18][NH:19][C:43]([NH:28][S:25]([CH2:20][CH2:21][CH2:22][CH2:23][CH3:24])(=[O:27])=[O:26])=[O:44])[CH:6]=[CH:5]2, predict the reactants needed to synthesize it. The reactants are: [Cl:1][C:2]1[CH:3]=[C:4]2[C:8](=[CH:9][CH:10]=1)[N:7]([C:11]1[N:15]([CH3:16])[N:14]=[C:13]([CH3:17])[C:12]=1[CH2:18][NH2:19])[CH:6]=[CH:5]2.[CH2:20]([S:25]([NH2:28])(=[O:27])=[O:26])[CH2:21][CH2:22][CH2:23][CH3:24].N12CCCN=C1CCCCC2.Cl.CN(C)[CH:43]=[O:44]. (7) Given the product [N+:17]([C:15]1[CH:14]=[CH:13][C:11]2[N:12]=[C:8]([NH:1][CH2:2][CH2:3][CH2:4][CH2:5][OH:6])[S:9][C:10]=2[CH:16]=1)([O-:19])=[O:18], predict the reactants needed to synthesize it. The reactants are: [NH2:1][CH2:2][CH2:3][CH2:4][CH2:5][OH:6].Cl[C:8]1[S:9][C:10]2[CH:16]=[C:15]([N+:17]([O-:19])=[O:18])[CH:14]=[CH:13][C:11]=2[N:12]=1.C(N(C(C)C)CC)(C)C.N.CO. (8) Given the product [Cl:5][C:6]1[CH:7]=[C:8]([CH3:13])[C:9]([OH:12])=[C:10]([CH:11]=1)[CH:22]=[O:23], predict the reactants needed to synthesize it. The reactants are: C([Mg]Br)C.[Cl:5][C:6]1[CH:11]=[CH:10][C:9]([OH:12])=[C:8]([CH3:13])[CH:7]=1.CN(C)CCN(C)C.[CH2:22]=[O:23].CN(P(N(C)C)(N(C)C)=O)C.